Dataset: Forward reaction prediction with 1.9M reactions from USPTO patents (1976-2016). Task: Predict the product of the given reaction. (1) Given the reactants [O:1]=[C:2]1[N:7]([CH2:8][C:9]2[CH:14]=[CH:13][C:12]([C:15]3[C:16]([C:21]#[N:22])=[CH:17][CH:18]=[CH:19][CH:20]=3)=[CH:11][CH:10]=2)[C:6]2[S:23][C:24]([CH2:26][C:27]([F:30])([F:29])[F:28])=[CH:25][C:5]=2[C:4](=[O:31])[NH:3]1.[CH:32]1([CH:38]2[CH2:40][O:39]2)[CH2:37][CH2:36][CH2:35][CH2:34][CH2:33]1.CN(C)C=O.C(=O)([O-])[O-].[K+].[K+], predict the reaction product. The product is: [CH:32]1([C:38](=[O:39])[CH2:40][N:3]2[C:4](=[O:31])[C:5]3[CH:25]=[C:24]([CH2:26][C:27]([F:30])([F:29])[F:28])[S:23][C:6]=3[N:7]([CH2:8][C:9]3[CH:10]=[CH:11][C:12]([C:15]4[C:16]([C:21]#[N:22])=[CH:17][CH:18]=[CH:19][CH:20]=4)=[CH:13][CH:14]=3)[C:2]2=[O:1])[CH2:37][CH2:36][CH2:35][CH2:34][CH2:33]1. (2) Given the reactants C(NC(C)C)(C)C.C([Li])CCC.CCCCCC.[Br:19][C:20]1[C:21]([O:31][CH3:32])=[N:22][C:23]([C:27]([F:30])([F:29])[F:28])=[C:24]([Br:26])[CH:25]=1.[CH:33](OC)=[O:34], predict the reaction product. The product is: [Br:19][C:20]1[C:21]([O:31][CH3:32])=[N:22][C:23]([C:27]([F:30])([F:29])[F:28])=[C:24]([Br:26])[C:25]=1[CH:33]=[O:34]. (3) Given the reactants [F:1][C:2]1[C:3]([O:10][C:11]2[CH:16]=[CH:15][C:14]([CH3:17])=[CH:13][CH:12]=2)=[C:4]([OH:9])[CH:5]=[C:6]([F:8])[CH:7]=1.[C:18]([O-])([O-])=O.[K+].[K+].CI, predict the reaction product. The product is: [F:1][C:2]1[CH:7]=[C:6]([F:8])[CH:5]=[C:4]([O:9][CH3:18])[C:3]=1[O:10][C:11]1[CH:16]=[CH:15][C:14]([CH3:17])=[CH:13][CH:12]=1. (4) Given the reactants Br[C:2]1[O:3][C:4]([CH3:7])=[N:5][N:6]=1.C([Mg]Cl)(C)C.[CH3:13][C:14]([CH3:24])([CH3:23])/[CH:15]=[N:16]/[S:17]([C:19]([CH3:22])([CH3:21])[CH3:20])=[O:18], predict the reaction product. The product is: [CH3:13][C:14]([CH3:24])([CH3:23])[CH:15]([NH:16][S:17]([C:19]([CH3:22])([CH3:21])[CH3:20])=[O:18])[C:2]1[O:3][C:4]([CH3:7])=[N:5][N:6]=1.